Predict the product of the given reaction. From a dataset of Forward reaction prediction with 1.9M reactions from USPTO patents (1976-2016). (1) Given the reactants [NH2:1][NH2:2].[C:3]([C:11]1[CH:19]=[CH:18][C:14]([C:15](Cl)=[O:16])=[CH:13][CH:12]=1)(=[O:10])[C:4]1[CH:9]=[CH:8][CH:7]=[CH:6][CH:5]=1.CC(N(C(C)C)CC)C, predict the reaction product. The product is: [C:3]([C:11]1[CH:19]=[CH:18][C:14]([C:15]([NH:1][NH2:2])=[O:16])=[CH:13][CH:12]=1)(=[O:10])[C:4]1[CH:9]=[CH:8][CH:7]=[CH:6][CH:5]=1. (2) Given the reactants [Cl:1][C:2]1[C:3]([OH:22])=[C:4]([NH:8][S:9]([C:12]2[CH:13]=[C:14]([CH:19]=[CH:20][CH:21]=2)[C:15]([O:17]C)=[O:16])(=[O:11])=[O:10])[CH:5]=[N:6][CH:7]=1.[OH-].[Na+], predict the reaction product. The product is: [Cl:1][C:2]1[C:3]([OH:22])=[C:4]([NH:8][S:9]([C:12]2[CH:13]=[C:14]([CH:19]=[CH:20][CH:21]=2)[C:15]([OH:17])=[O:16])(=[O:11])=[O:10])[CH:5]=[N:6][CH:7]=1. (3) Given the reactants [F:1][C:2]1[CH:7]=[CH:6][CH:5]=[C:4]([F:8])[C:3]=1Br.[CH3:10][O:11][C:12]1[CH:17]=[CH:16][CH:15]=[CH:14][C:13]=1B(O)O.C(=O)([O-])[O-].[K+].[K+].CC1C=CC(S(OCC2CC3C(C4C=CC=CC=4)=CC=CC=3O2)(=O)=O)=CC=1, predict the reaction product. The product is: [CH3:10][O:11][C:12]1[C:13]([C:3]2[C:2]([F:1])=[CH:7][CH:6]=[CH:5][C:4]=2[F:8])=[CH:14][CH:15]=[CH:16][CH:17]=1. (4) Given the reactants [N:1]1([C:7](=[S:9])[NH2:8])[CH2:6][CH2:5][S:4][CH2:3][CH2:2]1.Cl[CH2:11][C:12](O)=[O:13], predict the reaction product. The product is: [N:1]1([C:7]2[S:9][CH2:11][C:12](=[O:13])[N:8]=2)[CH2:6][CH2:5][S:4][CH2:3][CH2:2]1. (5) Given the reactants F[C:2]1[N:7]=[C:6]([C:8]2[C:16]3[C:11](=[CH:12][N:13]=[C:14]([C:17]4[CH:18]=[N:19][N:20]([CH3:22])[CH:21]=4)[CH:15]=3)[N:10](C3CCCCO3)[N:9]=2)[CH:5]=[CH:4][CH:3]=1.[N:29]1(C(OC(C)(C)C)=O)[CH2:34][CH2:33][NH:32][CH2:31][CH2:30]1, predict the reaction product. The product is: [CH3:22][N:20]1[CH:21]=[C:17]([C:14]2[CH:15]=[C:16]3[C:8]([C:6]4[CH:5]=[CH:4][CH:3]=[C:2]([N:29]5[CH2:34][CH2:33][NH:32][CH2:31][CH2:30]5)[N:7]=4)=[N:9][NH:10][C:11]3=[CH:12][N:13]=2)[CH:18]=[N:19]1. (6) Given the reactants C([N:8]1[CH2:12][C@H:11]2[C@H:13]([NH:16][C:17](=[O:30])[C@@H:18]([N:23]3[CH2:27][CH2:26][CH2:25][S:24]3(=[O:29])=[O:28])[CH2:19][CH:20]([CH3:22])[CH3:21])[CH2:14][CH2:15][C@H:10]2[CH2:9]1)C1C=CC=CC=1.[H][H], predict the reaction product. The product is: [O:29]=[S:24]1(=[O:28])[CH2:25][CH2:26][CH2:27][N:23]1[C@@H:18]([CH2:19][CH:20]([CH3:21])[CH3:22])[C:17]([NH:16][C@H:13]1[C@H:11]2[C@H:10]([CH2:9][NH:8][CH2:12]2)[CH2:15][CH2:14]1)=[O:30].